From a dataset of Forward reaction prediction with 1.9M reactions from USPTO patents (1976-2016). Predict the product of the given reaction. (1) Given the reactants [Cl:1][C:2]1[CH:29]=[CH:28][C:5]([CH2:6][N:7]2[C:15]3[C:10](=[CH:11][C:12](/[CH:16]=[C:17]4/[C:18](=[O:27])[N:19]([CH2:23][C:24](O)=[O:25])[C:20](=[O:22])[S:21]/4)=[CH:13][CH:14]=3)[CH:9]=[N:8]2)=[C:4]([C:30]([F:33])([F:32])[F:31])[CH:3]=1.[CH3:34][S:35]([NH2:38])(=[O:37])=[O:36], predict the reaction product. The product is: [Cl:1][C:2]1[CH:29]=[CH:28][C:5]([CH2:6][N:7]2[C:15]3[C:10](=[CH:11][C:12](/[CH:16]=[C:17]4/[C:18](=[O:27])[N:19]([CH2:23][C:24]([NH:38][S:35]([CH3:34])(=[O:37])=[O:36])=[O:25])[C:20](=[O:22])[S:21]/4)=[CH:13][CH:14]=3)[CH:9]=[N:8]2)=[C:4]([C:30]([F:33])([F:31])[F:32])[CH:3]=1. (2) Given the reactants [CH:1]1[CH2:5][CH:4]=[CH:3][CH:2]=1.[CH2:6]([C:8]([CH3:10])=O)[CH3:7].N1CCCC1, predict the reaction product. The product is: [CH3:7][C:6]([CH2:8][CH3:10])=[C:2]1[CH:1]=[CH:5][CH:4]=[CH:3]1.